From a dataset of Forward reaction prediction with 1.9M reactions from USPTO patents (1976-2016). Predict the product of the given reaction. (1) Given the reactants [C:1]([N:4]1[CH2:9][CH2:8][CH:7]([C:10]([OH:23])=[C:11]([C:14]2[S:15][C:16]3[CH:22]=[CH:21][CH:20]=[CH:19][C:17]=3[N:18]=2)[C:12]#[N:13])[CH2:6][CH2:5]1)(=[O:3])[CH3:2].C(N(CC)CC)C.[S:31](Cl)([C:34]1[CH:40]=[CH:39][C:37]([CH3:38])=[CH:36][CH:35]=1)(=[O:33])=[O:32], predict the reaction product. The product is: [C:1]([N:4]1[CH2:5][CH2:6][CH:7]([C:10]([O:23][S:31]([C:34]2[CH:40]=[CH:39][C:37]([CH3:38])=[CH:36][CH:35]=2)(=[O:33])=[O:32])=[C:11]([C:14]2[S:15][C:16]3[CH:22]=[CH:21][CH:20]=[CH:19][C:17]=3[N:18]=2)[C:12]#[N:13])[CH2:8][CH2:9]1)(=[O:3])[CH3:2]. (2) Given the reactants [NH2:1][C:2]1=[N:3][C:4]2([CH2:21][O:22][CH2:23][CH2:24]1)[C:17]1[CH:16]=[C:15]([OH:18])[CH:14]=[C:13]([F:19])[C:12]=1[O:11][C:10]1[C:5]2=[CH:6][C:7]([Br:20])=[CH:8][CH:9]=1.C(=O)([O-])[O-].[Cs+].[Cs+].CN(C=O)C.[CH2:36](I)[C:37]([CH3:40])([CH3:39])[CH3:38], predict the reaction product. The product is: [Br:20][C:7]1[CH:6]=[C:5]2[C:10]([O:11][C:12]3[C:13]([F:19])=[CH:14][C:15]([O:18][CH2:36][C:37]([CH3:40])([CH3:39])[CH3:38])=[CH:16][C:17]=3[C:4]32[CH2:21][O:22][CH2:23][CH2:24][C:2]([NH2:1])=[N:3]3)=[CH:9][CH:8]=1. (3) Given the reactants C([N:8](CC1C=CC=CC=1)[C@H:9]1[CH2:14][CH2:13][C@@H:12]([N:15]2[CH2:20][CH2:19][C:18]([CH3:22])([CH3:21])[CH2:17][CH2:16]2)[CH2:11][CH2:10]1)C1C=CC=CC=1, predict the reaction product. The product is: [CH3:21][C:18]1([CH3:22])[CH2:19][CH2:20][N:15]([CH:12]2[CH2:13][CH2:14][CH:9]([NH2:8])[CH2:10][CH2:11]2)[CH2:16][CH2:17]1. (4) Given the reactants [C:1]([NH:9][C:10]1[C:19]2[C:14](=[CH:15][CH:16]=[CH:17][CH:18]=2)[C:13]([S:20](Cl)(=[O:22])=[O:21])=[CH:12][CH:11]=1)(=[O:8])[C:2]1[CH:7]=[CH:6][CH:5]=[CH:4][CH:3]=1.[NH2:24][CH:25]1[CH2:30][CH2:29][N:28](CC2C=CC=CC=2)[CH2:27][CH:26]1[CH3:38].[C:39](OC(N1CCC(N)CC1)=O)(C)(C)C.Cl[C:54]([O:56][CH:57]([CH3:59])[CH3:58])=[O:55].N(C(C)C)=C=O, predict the reaction product. The product is: [CH:57]([O:56][C:54]([N:28]1[CH2:29][CH2:30][C@H:25]([NH:24][S:20]([C:13]2[C:14]3[C:19](=[CH:18][CH:17]=[CH:16][CH:15]=3)[C:10]([NH:9][C:1](=[O:8])[C:2]3[CH:7]=[CH:6][CH:5]=[CH:4][C:3]=3[CH3:39])=[CH:11][CH:12]=2)(=[O:22])=[O:21])[C@H:26]([CH3:38])[CH2:27]1)=[O:55])([CH3:59])[CH3:58]. (5) Given the reactants [N:1]1([C:7]2[CH:12]=[CH:11][C:10]([NH:13][C:14]([C:16]3[CH:17]=[C:18]([CH:30]=[CH:31][CH:32]=3)[CH2:19][S:20][C:21]3[CH:22]=[C:23]([CH:27]=[CH:28][CH:29]=3)[C:24](O)=[O:25])=[O:15])=[C:9]([C:33]3[CH:38]=[C:37]([C:39](=[O:52])[NH:40][CH2:41][C:42]4[CH:47]=[CH:46][CH:45]=[C:44]([C:48]([F:51])([F:50])[F:49])[CH:43]=4)[CH:36]=[CH:35][N:34]=3)[CH:8]=2)[CH2:6][CH2:5][CH2:4][CH2:3][CH2:2]1.[NH2:53][CH2:54][CH2:55][O:56][CH2:57][CH2:58][O:59][CH2:60][CH2:61][O:62][CH2:63][CH2:64][C:65]([O:67][C:68]([CH3:71])([CH3:70])[CH3:69])=[O:66].C(N(C(C)C)CC)(C)C.CN(C(ON1N=NC2C=CC=NC1=2)=[N+](C)C)C.F[P-](F)(F)(F)(F)F, predict the reaction product. The product is: [O:25]=[C:24]([C:23]1[CH:27]=[CH:28][CH:29]=[C:21]([S:20][CH2:19][C:18]2[CH:30]=[CH:31][CH:32]=[C:16]([C:14](=[O:15])[NH:13][C:10]3[CH:11]=[CH:12][C:7]([N:1]4[CH2:6][CH2:5][CH2:4][CH2:3][CH2:2]4)=[CH:8][C:9]=3[C:33]3[CH:38]=[C:37]([C:39](=[O:52])[NH:40][CH2:41][C:42]4[CH:47]=[CH:46][CH:45]=[C:44]([C:48]([F:51])([F:49])[F:50])[CH:43]=4)[CH:36]=[CH:35][N:34]=3)[CH:17]=2)[CH:22]=1)[NH:53][CH2:54][CH2:55][O:56][CH2:57][CH2:58][O:59][CH2:60][CH2:61][O:62][CH2:63][CH2:64][C:65]([O:67][C:68]([CH3:71])([CH3:70])[CH3:69])=[O:66]. (6) Given the reactants [Cl:1][C:2]1[CH:3]=[C:4]([CH:21]=[CH:22][CH:23]=1)[CH2:5][NH:6][C:7]1[N:20]=[C:10]2[C:11]([O:18][CH3:19])=[CH:12][C:13]([C:15]([OH:17])=O)=[CH:14][N:9]2[N:8]=1.[CH3:24][C:25]1([CH2:33][CH2:34][OH:35])[O:30][CH2:29][C:28]([CH3:32])([CH3:31])[NH:27][CH2:26]1.C(N(CC)C(C)C)(C)C.CN(C(ON1N=NC2C=CC=NC1=2)=[N+](C)C)C.F[P-](F)(F)(F)(F)F, predict the reaction product. The product is: [Cl:1][C:2]1[CH:3]=[C:4]([CH:21]=[CH:22][CH:23]=1)[CH2:5][NH:6][C:7]1[N:20]=[C:10]2[C:11]([O:18][CH3:19])=[CH:12][C:13]([C:15]([N:27]3[C:28]([CH3:31])([CH3:32])[CH2:29][O:30][C:25]([CH2:33][CH2:34][OH:35])([CH3:24])[CH2:26]3)=[O:17])=[CH:14][N:9]2[N:8]=1. (7) Given the reactants C(OC(=O)[NH:7][CH2:8][CH2:9][NH:10][C:11]([CH:13]1[CH2:18][CH2:17][N:16]([C:19]2[CH:24]=[CH:23][C:22](=[O:25])[N:21]([CH3:26])[N:20]=2)[CH2:15][CH2:14]1)=[O:12])(C)(C)C.[ClH:28], predict the reaction product. The product is: [ClH:28].[NH2:7][CH2:8][CH2:9][NH:10][C:11]([CH:13]1[CH2:18][CH2:17][N:16]([C:19]2[CH:24]=[CH:23][C:22](=[O:25])[N:21]([CH3:26])[N:20]=2)[CH2:15][CH2:14]1)=[O:12]. (8) Given the reactants [Cl:1][C:2]1[CH:7]=[CH:6][C:5]([C@@:8]2([O:19][CH3:20])[C@H:13]([OH:14])[C@@H:12]([OH:15])[C@H:11]([OH:16])[C@@H:10]([CH2:17][OH:18])[O:9]2)=[CH:4][C:3]=1[CH2:21][C:22]1[CH:27]=[CH:26][C:25]([O:28][CH2:29][CH3:30])=[C:24]([F:31])[C:23]=1[F:32].[CH3:33][C:34]([Si:37](Cl)([CH3:39])[CH3:38])([CH3:36])[CH3:35], predict the reaction product. The product is: [Si:37]([O:18][CH2:17][C@H:10]1[O:9][C@:8]([C:5]2[CH:6]=[CH:7][C:2]([Cl:1])=[C:3]([CH2:21][C:22]3[CH:27]=[CH:26][C:25]([O:28][CH2:29][CH3:30])=[C:24]([F:31])[C:23]=3[F:32])[CH:4]=2)([O:19][CH3:20])[C@H:13]([OH:14])[C@@H:12]([OH:15])[C@@H:11]1[OH:16])([C:34]([CH3:36])([CH3:35])[CH3:33])([CH3:39])[CH3:38]. (9) Given the reactants [Cl:1][C:2]1[CH:7]=[CH:6][CH:5]=[CH:4][C:3]=1[C:8](=[O:21])[CH2:9][CH2:10][C:11]12[CH2:20][CH:15]3[CH2:16][CH:17]([CH2:19][CH:13]([CH2:14]3)[CH2:12]1)[CH2:18]2.[CH2:22]1N2CN3CN(C2)CN1C3.C(OC(=O)C)(=O)C.[OH-].[Na+], predict the reaction product. The product is: [Cl:1][C:2]1[CH:7]=[CH:6][CH:5]=[C:4]2[C:3]=1[C:8](=[O:21])[CH:9]([CH2:10][C:11]13[CH2:20][CH:15]4[CH2:16][CH:17]([CH2:19][CH:13]([CH2:14]4)[CH2:12]1)[CH2:18]3)[CH2:22]2.